This data is from Forward reaction prediction with 1.9M reactions from USPTO patents (1976-2016). The task is: Predict the product of the given reaction. (1) Given the reactants C([O:8][C:9]([C:11]1[C:12]([C:18]2[CH:23]=[C:22]([C:24](=[O:34])[NH:25][CH2:26][C:27]3[CH:32]=[N:31][C:30]([CH3:33])=[CH:29][N:28]=3)[CH:21]=[CH:20][C:19]=2[CH2:35][C:36]2[C:44]3[C:39](=[CH:40][C:41]([C:45]#[N:46])=[CH:42][CH:43]=3)[N:38]([CH2:47][CH3:48])[CH:37]=2)=[CH:13][CH:14]=[C:15]([CH3:17])[CH:16]=1)=[O:10])C1C=CC=CC=1.C(C1C=C2C(C(CC3C=CC(C(=O)NCC4C=NC=CC=4)=CC=3C3C(C(O)=O)=CC(C)=CC=3)=CN2CC)=CC=1)(=N)[NH2:50].NCC1C=NC(C)=CN=1, predict the reaction product. The product is: [C:45]([C:41]1[CH:40]=[C:39]2[C:44]([C:36]([CH2:35][C:19]3[CH:20]=[CH:21][C:22]([C:24](=[O:34])[NH:25][CH2:26][C:27]4[CH:32]=[N:31][C:30]([CH3:33])=[CH:29][N:28]=4)=[CH:23][C:18]=3[C:12]3[C:11]([C:9]([OH:8])=[O:10])=[CH:16][C:15]([CH3:17])=[CH:14][CH:13]=3)=[CH:37][N:38]2[CH2:47][CH3:48])=[CH:43][CH:42]=1)(=[NH:50])[NH2:46]. (2) The product is: [Cl:26][C:23]1[CH:24]=[CH:25][C:20]([C:18]([NH:17][CH:13]([CH2:12][C:7]2[C:5]3[C:4](=[CH:3][CH:2]=[CH:1][CH:6]=3)[NH:11][C:9](=[O:10])[CH:8]=2)[C:14]([O:16][CH2:29][C:30]([N:32]2[CH2:37][CH2:36][N:35]([CH3:38])[CH2:34][CH2:33]2)=[O:31])=[O:15])=[O:19])=[CH:21][CH:22]=1. Given the reactants [CH:1]1[CH:2]=[CH:3][C:4]2[NH:11][C:9](=[O:10])[CH:8]=[C:7]([CH2:12][CH:13]([NH:17][C:18]([C:20]3[CH:21]=[CH:22][C:23]([Cl:26])=[CH:24][CH:25]=3)=[O:19])[C:14]([OH:16])=[O:15])[C:5]=2[CH:6]=1.[Br-].Br[CH2:29][C:30]([NH+:32]1[CH2:37][CH2:36][N:35]([CH3:38])[CH2:34][CH2:33]1)=[O:31], predict the reaction product. (3) Given the reactants [F:1][C:2]1[CH:7]=[CH:6][C:5](B(O)O)=[CH:4][CH:3]=1.Cl.Br[C:13]1[CH:18]=[CH:17][N:16]=[CH:15][CH:14]=1.C(=O)([O-])[O-].[Na+].[Na+], predict the reaction product. The product is: [F:1][C:2]1[CH:7]=[CH:6][C:5]([C:13]2[CH:18]=[CH:17][N:16]=[CH:15][CH:14]=2)=[CH:4][CH:3]=1. (4) Given the reactants [CH:1]1([C:7]([CH3:25])([CH3:24])[C:8]([NH:10][CH2:11][C:12]([C:14]2[CH:19]=[C:18]([O:20]C)[CH:17]=[C:16]([O:22]C)[CH:15]=2)=[O:13])=[O:9])[CH2:6][CH2:5][CH2:4][CH2:3][CH2:2]1.B(Br)(Br)Br, predict the reaction product. The product is: [CH:1]1([C:7]([CH3:25])([CH3:24])[C:8]([NH:10][CH2:11][C:12]([C:14]2[CH:15]=[C:16]([OH:22])[CH:17]=[C:18]([OH:20])[CH:19]=2)=[O:13])=[O:9])[CH2:6][CH2:5][CH2:4][CH2:3][CH2:2]1. (5) Given the reactants [N:1]1[N:5]2[C:9](=[O:10])[C:4]3[N:5]([N:1]=[CH:2][CH:3]=3)[C:9](=[O:10])[C:4]2=[CH:3][CH:2]=1.[F:15][C:16]1[CH:22]=[CH:21][C:20]([C:23]([F:26])([F:25])[F:24])=[CH:19][C:17]=1[NH2:18], predict the reaction product. The product is: [F:15][C:16]1[CH:22]=[CH:21][C:20]([C:23]([F:24])([F:25])[F:26])=[CH:19][C:17]=1[NH:18][C:9]([C:4]1[CH:3]=[CH:2][NH:1][N:5]=1)=[O:10]. (6) Given the reactants [CH:1]1[CH2:6][CH2:5][CH2:4][CH2:3][CH:2]=1.[CH:7]([O:9][CH3:10])=[O:8], predict the reaction product. The product is: [CH:1]1([C:7]([O:9][CH3:10])=[O:8])[CH2:6][CH2:5][CH2:4][CH2:3][CH2:2]1. (7) Given the reactants [C:1]1([N:7]2[CH:12]=[CH:11][C:10]([CH2:13][CH2:14][CH2:15][CH2:16][C:17]3[N:18]=[N:19][NH:20][CH:21]=3)=[C:9]([O:22]CC3C=CC=CC=3)[C:8]2=[O:30])[CH:6]=[CH:5][CH:4]=[CH:3][CH:2]=1.C1(N2C=CC(CCCC3N=NNC=3)=C(O)C2=O)C=CC=CC=1, predict the reaction product. The product is: [C:1]1([N:7]2[CH:12]=[CH:11][C:10]([CH2:13][CH2:14][CH2:15][CH2:16][C:17]3[N:18]=[N:19][NH:20][CH:21]=3)=[C:9]([OH:22])[C:8]2=[O:30])[CH:2]=[CH:3][CH:4]=[CH:5][CH:6]=1. (8) Given the reactants [O:1]1[CH2:5][CH2:4][O:3][CH:2]1[C:6]1[O:10][C:9]([CH2:11][CH:12]=O)=[CH:8][CH:7]=1.[NH2:14][C:15]1[CH:20]=[CH:19][CH:18]=[CH:17][CH:16]=1.O1CCCC1.C(=O)(O)[O-].[Na+], predict the reaction product. The product is: [O:3]1[CH2:4][CH2:5][O:1][CH:2]1[C:6]1[O:10][C:9]([CH2:11][CH2:12][NH:14][C:15]2[CH:20]=[CH:19][CH:18]=[CH:17][CH:16]=2)=[CH:8][CH:7]=1.